Dataset: NCI-60 drug combinations with 297,098 pairs across 59 cell lines. Task: Regression. Given two drug SMILES strings and cell line genomic features, predict the synergy score measuring deviation from expected non-interaction effect. (1) Drug 1: CC1=C(N=C(N=C1N)C(CC(=O)N)NCC(C(=O)N)N)C(=O)NC(C(C2=CN=CN2)OC3C(C(C(C(O3)CO)O)O)OC4C(C(C(C(O4)CO)O)OC(=O)N)O)C(=O)NC(C)C(C(C)C(=O)NC(C(C)O)C(=O)NCCC5=NC(=CS5)C6=NC(=CS6)C(=O)NCCC[S+](C)C)O. Drug 2: C1=NNC2=C1C(=O)NC=N2. Cell line: SF-268. Synergy scores: CSS=40.4, Synergy_ZIP=-4.41, Synergy_Bliss=-0.139, Synergy_Loewe=-26.6, Synergy_HSA=0.226. (2) Drug 1: CC1=C(C(=O)C2=C(C1=O)N3CC4C(C3(C2COC(=O)N)OC)N4)N. Drug 2: C1CN(P(=O)(OC1)NCCCl)CCCl. Cell line: OVCAR-4. Synergy scores: CSS=6.06, Synergy_ZIP=-0.757, Synergy_Bliss=1.81, Synergy_Loewe=-3.43, Synergy_HSA=0.299.